From a dataset of Merck oncology drug combination screen with 23,052 pairs across 39 cell lines. Regression. Given two drug SMILES strings and cell line genomic features, predict the synergy score measuring deviation from expected non-interaction effect. (1) Drug 1: C=CCn1c(=O)c2cnc(Nc3ccc(N4CCN(C)CC4)cc3)nc2n1-c1cccc(C(C)(C)O)n1. Drug 2: Cn1cc(-c2cnn3c(N)c(Br)c(C4CCCNC4)nc23)cn1. Cell line: NCIH23. Synergy scores: synergy=34.9. (2) Drug 1: O=C(O)C1(Cc2cccc(Nc3nccs3)n2)CCC(Oc2cccc(Cl)c2F)CC1. Drug 2: O=C(NOCC(O)CO)c1ccc(F)c(F)c1Nc1ccc(I)cc1F. Cell line: NCIH23. Synergy scores: synergy=21.1. (3) Drug 1: CCC1=CC2CN(C1)Cc1c([nH]c3ccccc13)C(C(=O)OC)(c1cc3c(cc1OC)N(C)C1C(O)(C(=O)OC)C(OC(C)=O)C4(CC)C=CCN5CCC31C54)C2. Drug 2: CC(C)CC(NC(=O)C(Cc1ccccc1)NC(=O)c1cnccn1)B(O)O. Cell line: EFM192B. Synergy scores: synergy=-50.8. (4) Drug 1: CN1C(=O)C=CC2(C)C3CCC4(C)C(NC(=O)OCC(F)(F)F)CCC4C3CCC12. Drug 2: Cn1c(=O)n(-c2ccc(C(C)(C)C#N)cc2)c2c3cc(-c4cnc5ccccc5c4)ccc3ncc21. Cell line: NCIH460. Synergy scores: synergy=21.9. (5) Drug 1: CN1C(=O)C=CC2(C)C3CCC4(C)C(NC(=O)OCC(F)(F)F)CCC4C3CCC12. Drug 2: CS(=O)(=O)CCNCc1ccc(-c2ccc3ncnc(Nc4ccc(OCc5cccc(F)c5)c(Cl)c4)c3c2)o1. Cell line: SKMEL30. Synergy scores: synergy=2.94. (6) Drug 1: CC(=O)OC1C(=O)C2(C)C(O)CC3OCC3(OC(C)=O)C2C(OC(=O)c2ccccc2)C2(O)CC(OC(=O)C(O)C(NC(=O)c3ccccc3)c3ccccc3)C(C)=C1C2(C)C. Drug 2: CS(=O)(=O)CCNCc1ccc(-c2ccc3ncnc(Nc4ccc(OCc5cccc(F)c5)c(Cl)c4)c3c2)o1. Cell line: UWB1289. Synergy scores: synergy=-9.33.